Task: Predict the reaction yield, written as a fraction of the theoretical maximum amount of product (1.0 means a 100% yield; for example, 0.34 means a 34% yield).. Dataset: Reaction yield outcomes from USPTO patents with 853,638 reactions The reactants are [H-].[Na+].[NH2:3][C:4]1[N:12]=[C:11]([I:13])[N:10]=[C:9]2[C:5]=1[N:6]=[CH:7][N:8]2[C@H:14]1[C@@H:18]2[O:19][C:20]([CH3:23])([CH3:22])[O:21][C@@H:17]2[C@@H:16](CO)[O:15]1.S(Cl)(C1C=CC(C)=CC=1)(=O)=O.[O:37]=[C:38]1[CH:42]([NH:43][C:44](=[O:50])[O:45][C:46]([CH3:49])([CH3:48])[CH3:47])[CH2:41][CH2:40][S:39]1.[CH3:51][O-].[Na+].S(C1C=CC(C)=CC=1)([O-])(=O)=O.C1C[O:68][CH2:67]C1. The catalyst is CO.CCOC(C)=O. The product is [NH2:3][C:4]1[N:12]=[C:11]([I:13])[N:10]=[C:9]2[C:5]=1[N:6]=[CH:7][N:8]2[C@H:14]1[C@@H:18]2[O:19][C:20]([CH3:23])([CH3:22])[O:21][C@@H:17]2[C@@H:16]([CH2:51][S:39][CH2:40][CH2:41][CH:42]([NH:43][C:44]([O:45][C:46]([CH3:49])([CH3:48])[CH3:47])=[O:50])[C:38]([O:68][CH3:67])=[O:37])[O:15]1. The yield is 0.760.